From a dataset of Peptide-MHC class II binding affinity with 134,281 pairs from IEDB. Regression. Given a peptide amino acid sequence and an MHC pseudo amino acid sequence, predict their binding affinity value. This is MHC class II binding data. (1) The peptide sequence is YDKFLANVSTVATGK. The MHC is DRB1_1001 with pseudo-sequence DRB1_1001. The binding affinity (normalized) is 0.742. (2) The peptide sequence is LNTLVKQLSSNFGAI. The MHC is DRB1_0301 with pseudo-sequence DRB1_0301. The binding affinity (normalized) is 0.139. (3) The peptide sequence is PLSVASMTSPLLTWD. The MHC is DRB1_1501 with pseudo-sequence DRB1_1501. The binding affinity (normalized) is 0.638. (4) The peptide sequence is AAKPAAAATATATAA. The MHC is HLA-DPA10103-DPB10301 with pseudo-sequence HLA-DPA10103-DPB10301. The binding affinity (normalized) is 0.193. (5) The peptide sequence is KEDIEIIPIQEEEY. The MHC is HLA-DPA10201-DPB10101 with pseudo-sequence HLA-DPA10201-DPB10101. The binding affinity (normalized) is 0.598. (6) The peptide sequence is FDKFLANVSTVLTGK. The MHC is DRB1_0802 with pseudo-sequence DRB1_0802. The binding affinity (normalized) is 0.736. (7) The peptide sequence is KFWGKYLYEIARRHP. The MHC is HLA-DPA10201-DPB10101 with pseudo-sequence HLA-DPA10201-DPB10101. The binding affinity (normalized) is 0.681. (8) The peptide sequence is STWYGKPTAAGPKDN. The MHC is HLA-DPA10201-DPB11401 with pseudo-sequence HLA-DPA10201-DPB11401. The binding affinity (normalized) is 0. (9) The peptide sequence is GWGNGCGLFGKGSIV. The MHC is HLA-DQA10501-DQB10402 with pseudo-sequence HLA-DQA10501-DQB10402. The binding affinity (normalized) is 0.